Dataset: Peptide-MHC class I binding affinity with 185,985 pairs from IEDB/IMGT. Task: Regression. Given a peptide amino acid sequence and an MHC pseudo amino acid sequence, predict their binding affinity value. This is MHC class I binding data. The MHC is HLA-B07:02 with pseudo-sequence HLA-B07:02. The peptide sequence is RLIPIKYKAM. The binding affinity (normalized) is 0.381.